Dataset: Reaction yield outcomes from USPTO patents with 853,638 reactions. Task: Predict the reaction yield, written as a fraction of the theoretical maximum amount of product (1.0 means a 100% yield; for example, 0.34 means a 34% yield). (1) The reactants are [ClH:1].[C:2]([C:5]1[CH:10]([C:11]2[CH:16]=[C:15]([F:17])[C:14]([F:18])=[C:13]([F:19])[CH:12]=2)[N:9]([C:20]([NH:22][CH2:23][CH2:24][CH2:25][N:26]2[CH2:31][CH2:30][CH:29]([C:32]3[CH:37]=[CH:36][CH:35]=[C:34]([NH:38][C:39](=[O:43])[CH:40]([CH3:42])[CH3:41])[CH:33]=3)[CH2:28][CH2:27]2)=[O:21])[C:8]([O:44]C)=[N:7][C:6]=1[CH3:46])(=[O:4])[CH3:3]. The catalyst is CCOCC.O.C1COCC1. The product is [ClH:1].[C:2]([C:5]1[CH:10]([C:11]2[CH:16]=[C:15]([F:17])[C:14]([F:18])=[C:13]([F:19])[CH:12]=2)[N:9]([C:20]([NH:22][CH2:23][CH2:24][CH2:25][N:26]2[CH2:31][CH2:30][CH:29]([C:32]3[CH:37]=[CH:36][CH:35]=[C:34]([NH:38][C:39](=[O:43])[CH:40]([CH3:41])[CH3:42])[CH:33]=3)[CH2:28][CH2:27]2)=[O:21])[C:8](=[O:44])[NH:7][C:6]=1[CH3:46])(=[O:4])[CH3:3]. The yield is 0.920. (2) The reactants are [OH:1][C:2]1[CH:7]=[CH:6][C:5]([N:8]2[CH2:13][CH2:12][C:11]3[CH:14]=[C:15]([C:17]4[CH:22]=[CH:21][C:20]([O:23][CH3:24])=[CH:19][CH:18]=4)[S:16][C:10]=3[C:9]2=[O:25])=[CH:4][C:3]=1[O:26][CH3:27].[F:28][C:29]([F:42])([F:41])[S:30](O[S:30]([C:29]([F:42])([F:41])[F:28])(=[O:32])=[O:31])(=[O:32])=[O:31]. The catalyst is N1C=CC=CC=1. The product is [CH3:27][O:26][C:3]1[CH:4]=[C:5]([N:8]2[CH2:13][CH2:12][C:11]3[CH:14]=[C:15]([C:17]4[CH:22]=[CH:21][C:20]([O:23][CH3:24])=[CH:19][CH:18]=4)[S:16][C:10]=3[C:9]2=[O:25])[CH:6]=[CH:7][C:2]=1[O:1][S:30]([C:29]([F:42])([F:41])[F:28])(=[O:32])=[O:31]. The yield is 1.00. (3) The product is [F:1][C:2]1[CH:28]=[C:27]([F:29])[CH:26]=[CH:25][C:3]=1[CH2:4][O:5][C:6]1[N:7]=[C:8]([CH3:24])[N:9]([CH2:13][C:14]2[CH:23]=[CH:22][C:17]([C:18]([OH:20])=[O:19])=[CH:16][CH:15]=2)[C:10](=[O:12])[CH:11]=1. The catalyst is O1CCOCC1.O. The reactants are [F:1][C:2]1[CH:28]=[C:27]([F:29])[CH:26]=[CH:25][C:3]=1[CH2:4][O:5][C:6]1[N:7]=[C:8]([CH3:24])[N:9]([CH2:13][C:14]2[CH:23]=[CH:22][C:17]([C:18]([O:20]C)=[O:19])=[CH:16][CH:15]=2)[C:10](=[O:12])[CH:11]=1.[OH-].[Na+].C(O)(=O)C. The yield is 0.780. (4) The reactants are [NH2:1][C:2]1[S:3][CH:4]=[C:5]([CH3:12])[C:6]=1[C:7]([O:9]CC)=O.ClC(Cl)(O[C:17](=[O:23])OC(Cl)(Cl)Cl)Cl.C(N(CC)CC)C.[C:32]1([CH2:38][CH2:39][NH2:40])[CH:37]=[CH:36][CH:35]=[CH:34][CH:33]=1. The catalyst is C(Cl)Cl. The product is [CH3:12][C:5]1[C:6]2[C:7](=[O:9])[N:40]([CH2:39][CH2:38][C:32]3[CH:37]=[CH:36][CH:35]=[CH:34][CH:33]=3)[C:17](=[O:23])[NH:1][C:2]=2[S:3][CH:4]=1. The yield is 1.00.